Dataset: TCR-epitope binding with 47,182 pairs between 192 epitopes and 23,139 TCRs. Task: Binary Classification. Given a T-cell receptor sequence (or CDR3 region) and an epitope sequence, predict whether binding occurs between them. (1) The epitope is FLNRFTTTL. The TCR CDR3 sequence is CSASEAGGSYEQYF. Result: 0 (the TCR does not bind to the epitope). (2) The epitope is GLCTLVAML. The TCR CDR3 sequence is CASSLAWGQLSGYTF. Result: 1 (the TCR binds to the epitope). (3) The epitope is TPINLVRDL. The TCR CDR3 sequence is CSVEDPGGDSELETQYF. Result: 1 (the TCR binds to the epitope).